Dataset: Full USPTO retrosynthesis dataset with 1.9M reactions from patents (1976-2016). Task: Predict the reactants needed to synthesize the given product. (1) Given the product [CH3:50][O:52][C:20]1[CH:21]=[C:22]([NH:26][C:27]([C:29]2[CH:34]=[C:33]([C:2]3[CH:7]=[CH:6][C:5]([C:8]4[O:9][C:10]([CH3:13])=[N:11][N:12]=4)=[CH:4][CH:3]=3)[C:32]([CH3:35])=[CH:31][CH:30]=2)=[O:28])[CH:23]=[CH:24][CH:25]=1, predict the reactants needed to synthesize it. The reactants are: I[C:2]1[CH:7]=[CH:6][C:5]([C:8]2[O:9][C:10]([CH3:13])=[N:11][N:12]=2)=[CH:4][CH:3]=1.N1([C:20]2[CH:21]=[C:22]([NH:26][C:27]([C:29]3[CH:30]=[C:31](C4C=CC(C5N=C(C)ON=5)=CC=4C)[C:32]([CH3:35])=[CH:33][CH:34]=3)=[O:28])[CH:23]=[CH:24][CH:25]=2)CCOCC1.C[CH:50]([OH:52])C. (2) Given the product [Br:34][C:9]1[C:10]2[N:11]([C:14](=[O:28])[N:15]([CH2:17][C:18]3[CH:19]=[N:20][C:21]([C:24]([F:26])([F:25])[F:27])=[CH:22][CH:23]=3)[N:16]=2)[CH:12]=[N:13][C:8]=1[C:5]1[CH:4]=[CH:3][C:2]([Cl:1])=[CH:7][CH:6]=1, predict the reactants needed to synthesize it. The reactants are: [Cl:1][C:2]1[CH:7]=[CH:6][C:5]([C:8]2[N:13]=[CH:12][N:11]3[C:14](=[O:28])[N:15]([CH2:17][C:18]4[CH:19]=[N:20][C:21]([C:24]([F:27])([F:26])[F:25])=[CH:22][CH:23]=4)[N:16]=[C:10]3[CH:9]=2)=[CH:4][CH:3]=1.C(=O)([O-])[O-].[Ca+2].[Br-:34].[Br-].[Br-].C[N+](C)(C)CC1C=CC=CC=1.C[N+](C)(C)CC1C=CC=CC=1.C[N+](C)(C)CC1C=CC=CC=1. (3) Given the product [CH3:22][Si:21]([N:1]([Si:21]([CH3:24])([CH3:23])[CH3:22])[C:2]1[N:7]=[CH:6][CH:5]=[CH:4][N:3]=1)([CH3:24])[CH3:23], predict the reactants needed to synthesize it. The reactants are: [NH2:1][C:2]1[N:7]=[CH:6][CH:5]=[CH:4][N:3]=1.C(N(CC)CC)C.FC(F)(F)S(O[Si:21]([CH3:24])([CH3:23])[CH3:22])(=O)=O. (4) Given the product [Cl:4][C:2](=[O:3])[CH2:1][CH2:18][CH2:17][CH2:16][C:15]([O:14][CH2:7][C:8]1[CH:9]=[CH:10][CH:11]=[CH:12][CH:13]=1)=[O:23], predict the reactants needed to synthesize it. The reactants are: [C:1](Cl)(=O)[C:2]([Cl:4])=[O:3].[CH2:7]([O:14][C:15](=[O:23])[CH2:16][CH2:17][CH2:18]CC(O)=O)[C:8]1[CH:13]=[CH:12][CH:11]=[CH:10][CH:9]=1.